From a dataset of Full USPTO retrosynthesis dataset with 1.9M reactions from patents (1976-2016). Predict the reactants needed to synthesize the given product. (1) The reactants are: COC(=O)[C:4]1C=C[C:7]([NH:10][C:11]([N:13]2[CH2:17][C@@H:16]([CH2:18][C:19]([CH3:22])([CH3:21])[CH3:20])[C@@:15]([C:25]3[CH:30]=[CH:29][C:28]([Cl:31])=[CH:27][C:26]=3[F:32])([C:23]#[N:24])[C@H:14]2[C:33]2[CH:38]=[CH:37][CH:36]=[C:35]([Cl:39])[C:34]=2[F:40])=[O:12])=[CH:6][C:5]=1OC.[Li+].[OH-:45].[CH2:46]1[CH2:50][O:49][CH2:48][CH2:47]1. Given the product [Cl:39][C:35]1[C:34]([F:40])=[C:33]([C@@H:14]2[C@:15]([C:25]3[CH:30]=[CH:29][C:28]([Cl:31])=[CH:27][C:26]=3[F:32])([C:23]#[N:24])[C@H:16]([CH2:18][C:19]([CH3:20])([CH3:22])[CH3:21])[CH2:17][N:13]2[C:11]([NH:10][CH2:7][CH:6]2[CH2:5][CH2:4][CH:47]([C:48]([OH:45])=[O:49])[CH2:46][CH2:50]2)=[O:12])[CH:38]=[CH:37][CH:36]=1, predict the reactants needed to synthesize it. (2) Given the product [C:49]([O:48][C:46]([N:44]1[CH2:45][C@H:41]([NH:40][C:27](=[O:28])[CH:26]([F:30])[F:25])[CH2:42][C@H:43]1[C:53]1[N:62]([C:63]2[CH:64]=[CH:65][CH:66]=[CH:67][CH:68]=2)[C:61](=[O:69])[C:60]2[C:55](=[CH:56][CH:57]=[CH:58][C:59]=2[Cl:70])[N:54]=1)=[O:47])([CH3:52])([CH3:50])[CH3:51].[C:61]([NH2:62])(=[O:69])[CH3:60], predict the reactants needed to synthesize it. The reactants are: CN(C(ON1N=NC2C=CC=NC1=2)=[N+](C)C)C.F[P-](F)(F)(F)(F)F.[F:25][CH:26]([F:30])[C:27](O)=[O:28].CCN(C(C)C)C(C)C.[NH2:40][C@H:41]1[CH2:45][N:44]([C:46]([O:48][C:49]([CH3:52])([CH3:51])[CH3:50])=[O:47])[C@H:43]([C:53]2[N:62]([C:63]3[CH:68]=[CH:67][CH:66]=[CH:65][CH:64]=3)[C:61](=[O:69])[C:60]3[C:55](=[CH:56][CH:57]=[CH:58][C:59]=3[Cl:70])[N:54]=2)[CH2:42]1. (3) Given the product [CH2:18]1[CH2:19][N:11]([CH2:10][CH2:9][P:4]([OH:5])([OH:8])=[O:3])[C:12]2=[C:13]([OH:21])[C:14](=[O:20])[C:15]2=[N:16][CH2:17]1, predict the reactants needed to synthesize it. The reactants are: C([O:3][P:4]([CH2:9][CH2:10][N:11]1[CH2:19][CH2:18][CH2:17][NH:16][C:15]2[C:14](=[O:20])[C:13](=[O:21])[C:12]1=2)(=[O:8])[O:5]CC)C.O.C(#N)C. (4) Given the product [C:16]([O:15][C:13](=[O:14])[NH:12][CH2:11][CH2:10][N:3]1[C:4]([I:8])=[C:5]([I:7])[N:6]=[C:2]1[I:1])([CH3:19])([CH3:18])[CH3:17], predict the reactants needed to synthesize it. The reactants are: [I:1][C:2]1[NH:3][C:4]([I:8])=[C:5]([I:7])[N:6]=1.Br[CH2:10][CH2:11][NH:12][C:13]([O:15][C:16]([CH3:19])([CH3:18])[CH3:17])=[O:14]. (5) Given the product [NH2:1][C:2]1[N:7]=[C:6]([C:8]2[CH:13]=[CH:12][C:11]([O:14][CH3:15])=[C:10]([F:16])[CH:9]=2)[C:5]([C:17]2[CH:18]=[CH:19][C:20](=[O:23])[N:21]([CH3:24])[N:22]=2)=[CH:4][N:3]=1, predict the reactants needed to synthesize it. The reactants are: [NH2:1][C:2]1[N:7]=[C:6]([C:8]2[CH:13]=[CH:12][C:11]([O:14][CH3:15])=[C:10]([F:16])[CH:9]=2)[C:5]([C:17]2[CH:18]=[CH:19][C:20](=[O:23])[NH:21][N:22]=2)=[CH:4][N:3]=1.[CH3:24]I.